Predict the reaction yield, written as a fraction of the theoretical maximum amount of product (1.0 means a 100% yield; for example, 0.34 means a 34% yield). From a dataset of Reaction yield outcomes from USPTO patents with 853,638 reactions. (1) The reactants are [Cl-].O[NH3+:3].[C:4](=[O:7])([O-])[OH:5].[Na+].CS(C)=O.[S:13]1[C:17]2[CH:18]=[CH:19][CH:20]=[CH:21][C:16]=2[N:15]=[C:14]1[CH2:22][N:23]1[C:28](=[O:29])[C:27]([CH2:30][C:31]2[CH:36]=[CH:35][C:34]([C:37]3[C:38]([C:43]#[N:44])=[CH:39][CH:40]=[CH:41][CH:42]=3)=[CH:33][CH:32]=2)=[C:26]([CH2:45][CH2:46][CH2:47][CH3:48])[N:25]=[C:24]1[CH3:49]. The catalyst is C(OCC)(=O)C. The product is [S:13]1[C:17]2[CH:18]=[CH:19][CH:20]=[CH:21][C:16]=2[N:15]=[C:14]1[CH2:22][N:23]1[C:28](=[O:29])[C:27]([CH2:30][C:31]2[CH:36]=[CH:35][C:34]([C:37]3[CH:42]=[CH:41][CH:40]=[CH:39][C:38]=3[C:43]3[NH:3][C:4](=[O:7])[O:5][N:44]=3)=[CH:33][CH:32]=2)=[C:26]([CH2:45][CH2:46][CH2:47][CH3:48])[N:25]=[C:24]1[CH3:49]. The yield is 0.280. (2) The reactants are [OH-].[Na+].C([O:5][C:6]([C:8]1[CH:12]=[C:11]([CH2:13][CH2:14][CH:15]=[C:16]([CH3:18])[CH3:17])[NH:10][N:9]=1)=[O:7])C. The catalyst is CO. The product is [CH3:17][C:16]([CH3:18])=[CH:15][CH2:14][CH2:13][C:11]1[NH:10][N:9]=[C:8]([C:6]([OH:7])=[O:5])[CH:12]=1. The yield is 0.876. (3) The catalyst is CN(C=O)C. The reactants are [H-].[Na+].[CH3:3][C:4]1[C:5]2[CH:21]=[CH:20][CH:19]=[CH:18][C:6]=2[S:7][C:8]=1[CH:9]([NH:11][S@@:12]([C:14]([CH3:17])([CH3:16])[CH3:15])=[O:13])[CH3:10].[CH3:22]I. The product is [CH3:22][N:11]([C@@H:9]([C:8]1[S:7][C:6]2[CH:18]=[CH:19][CH:20]=[CH:21][C:5]=2[C:4]=1[CH3:3])[CH3:10])[S@@:12]([C:14]([CH3:17])([CH3:15])[CH3:16])=[O:13]. The yield is 0.800.